This data is from Experimentally validated miRNA-target interactions with 360,000+ pairs, plus equal number of negative samples. The task is: Binary Classification. Given a miRNA mature sequence and a target amino acid sequence, predict their likelihood of interaction. (1) The miRNA is hsa-miR-383-3p with sequence ACAGCACUGCCUGGUCAGA. The protein sequence of the target gene is MAADGVDERSPLLSASHSGNVTPTAPPYLQESSPRAELPPPYTAIASPDASGIPVINCRVCQSLINLDGKLHQHVVKCTVCNEATPIKNPPTGKKYVRCPCNCLLICKDTSRRIGCPRPNCRRIINLGPVMLISEEQPAQPALPIQPEGTRVVCGHCGNTFLWMELRFNTLAKCPHCKKISSVGSALPRRRCCAYITIGMICIFIGVGLTVGTPDFARRFRATYVSWAIAYLLGLICLIRACYWGAIRVSYPEHSFA. Result: 1 (interaction). (2) The miRNA is hsa-miR-584-5p with sequence UUAUGGUUUGCCUGGGACUGAG. The protein sequence of the target gene is MALSRGLPRELAEAVAGGRVLVVGAGGIGCELLKNLVLTGFSHIDLIDLDTIDVSNLNRQFLFQKKHVGRSKAQVAKESVLQFYPKANIVAYHDSIMNPDYNVEFFRQFILVMNALDNRAARNHVNRMCLAADVPLIESGTAGYLGQVTTIKKGVTECYECHPKPTQRTFPGCTIRNTPSEPIHCIVWAKYLFNQLFGEEDADQEVSPDRADPEAAWEPTEAEARARASNEDGDIKRISTKEWAKSTGYDPVKLFTKLFKDDIRYLLTMDKLWRKRKPPVPLDWAEVQSQGEETNASDQQ.... Result: 0 (no interaction). (3) The miRNA is mmu-miR-344-3p with sequence UGAUCUAGCCAAAGCCUGACUGU. The protein sequence of the target gene is MASFVTEVLAHSGRLEKEDLGTRISRLTRRVEEIKGEVCNMISKKYSEFLPSMQSAQGLITQVDKLSEDIDLLKSRIESEVRRDLHVSTGEFTDLKQQLERDSVVLSLLKQLQEFSTAIEEYNCALTEKKYVTGAQRLEEAQKCLKLLKSRKCFDLKILKSLSMELTIQKQNILYHLGEEWQKLIVWKFPPSKDTSSLESYLQTELHLYTEQSHKEEKTPMPPISSVLLAFSVLGELHSKLKSFGQMLLKYILRPLASCPSLHAVIESQPNIVIIRFESIMTNLEYPSPSEVFTKIRLVL.... Result: 0 (no interaction). (4) The miRNA is hsa-miR-377-3p with sequence AUCACACAAAGGCAACUUUUGU. The protein sequence of the target gene is MTAVNVALIRDTKWLTLEVCREFQRGTCSRADADCKFAHPPRVCHVENGRVVACFDSLKGRCTRENCKYLHPPPHLKTQLEINGRNNLIQQKTAAAMFAQQMQLMLQNAQMSSLGSFPMTPSIPANPPMAFNPYIPHPGMGLVPAELVPNTPVLIPGNPPLAMPGAVGPKLMRSDKLEVCREFQRGNCTRGENDCRYAHPTDASMIEASDNTVTICMDYIKGRCSREKCKYFHPPAHLQARLKAAHHQMNHSAASAMALQPGTLQLIPKRSALEKPNGATPVFNPTVFHCQQALTNLQLP.... Result: 1 (interaction). (5) The miRNA is hsa-miR-1298-3p with sequence CAUCUGGGCAACUGACUGAAC. The protein sequence of the target gene is MATKIDKEACRAAYNLVRDDGSAVIWVTFRYDGATIVPGDQGADYQHFIQQCTDDVRLFAFVRFTTGDAMSKRSKFALITWIGEDVSGLQRAKTGTDKTLVKEVVQNFAKEFVISDRKELEEDFIRSELKKAGGANYDAQSE. Result: 0 (no interaction). (6) The miRNA is hsa-miR-580-3p with sequence UUGAGAAUGAUGAAUCAUUAGG. The protein sequence of the target gene is METTISEIHVENKDEKRSAEGSPGAERQKEKASMLCFKRRKKAAKALKPKAGSEAADVARKCPQEAGASDQPEPTRGAWASLKRLVTRRKRSESSKQQKPLEGEMQPAINAEDADLSKKKAKSRLKIPCIKFPRGPKRSNHSKIIEDSDCSIKVQEEAEILDIQTQTPLNDQATKAKSTQDLSEGISRKDGDEVCESNVSNSTTSGEKVISVELGLDNGHSAIQTGTLILEEIETIKEKQDVQPQQASPLETSETDHQQPVLSDVPPLPAIPDQQIVEEASNSTLESAPNGKDYESTEIV.... Result: 1 (interaction). (7) The miRNA is rno-miR-192-5p with sequence CUGACCUAUGAAUUGACAGCC. The protein sequence of the target gene is MKVSAALLCLLLMAATFSPQGLAQPDSVSIPITCCFNVINRKIPIQRLESYTRITNIQCPKEAVIFKTKRGKEVCADPKERWVRDSMKHLDQIFQNLKP. Result: 0 (no interaction). (8) The miRNA is hsa-miR-4637 with sequence UACUAACUGCAGAUUCAAGUGA. The protein sequence of the target gene is MLRLSLPPNVSMGFRLVTLVALLFTHVDHITADTEAETGGNETTECTGSYYCKKGVILPIWEPQDPSFGDKIARATVYFVAMVYMFLGVSIIADRFMSSIEVITSQEKEITIKKPNGETTKTTVRIWNETVSNLTLMALGSSAPEILLSVIEVCGHNFTAGDLGPSTIVGSAAFNMFIIIALCVYVVPDGETRKIKHLRVFFVTAAWSIFAYTWLYIILSVSSPGVVEVWEGLLTFFFFPICVVFAWVADRRLLFYKYVYKRYRAGKQRGMIIEHEGDRPASKTEIEMDGKVVNSHVDNF.... Result: 0 (no interaction).